Dataset: Full USPTO retrosynthesis dataset with 1.9M reactions from patents (1976-2016). Task: Predict the reactants needed to synthesize the given product. (1) Given the product [ClH:2].[NH2:8][C:9]1([C:15]([Cl:7])=[O:17])[CH2:14][CH2:13][CH2:12][CH2:11][CH2:10]1, predict the reactants needed to synthesize it. The reactants are: P(Cl)(Cl)(Cl)(Cl)[Cl:2].[ClH:7].[NH2:8][C:9]1([C:15]([OH:17])=O)[CH2:14][CH2:13][CH2:12][CH2:11][CH2:10]1. (2) Given the product [Cl:23][C:22]1[C:16]2[O:15][CH2:14][C@H:13]([CH2:12][NH:32][CH2:31][CH2:30][O:29][CH3:28])[O:18][C:17]=2[CH:19]=[C:20]([S:24]([CH3:27])(=[O:25])=[O:26])[CH:21]=1, predict the reactants needed to synthesize it. The reactants are: CC1C=CC(S(O[CH2:12][C@@H:13]2[O:18][C:17]3[CH:19]=[C:20]([S:24]([CH3:27])(=[O:26])=[O:25])[CH:21]=[C:22]([Cl:23])[C:16]=3[O:15][CH2:14]2)(=O)=O)=CC=1.[CH3:28][O:29][CH2:30][CH2:31][NH2:32]. (3) Given the product [CH:2]([C@H:3]1[CH2:7][CH2:6][C:5](=[O:8])[N:4]1[CH2:9][CH2:10][C:11]1[CH:12]=[CH:13][C:14]([C:15]([O:17][CH3:18])=[O:16])=[CH:19][CH:20]=1)=[O:1], predict the reactants needed to synthesize it. The reactants are: [OH:1][CH2:2][C@H:3]1[CH2:7][CH2:6][C:5](=[O:8])[N:4]1[CH2:9][CH2:10][C:11]1[CH:20]=[CH:19][C:14]([C:15]([O:17][CH3:18])=[O:16])=[CH:13][CH:12]=1.CC(OI1(OC(C)=O)(OC(C)=O)OC(=O)C2C=CC=CC1=2)=O.